This data is from NCI-60 drug combinations with 297,098 pairs across 59 cell lines. The task is: Regression. Given two drug SMILES strings and cell line genomic features, predict the synergy score measuring deviation from expected non-interaction effect. (1) Drug 1: C1=C(C(=O)NC(=O)N1)N(CCCl)CCCl. Drug 2: N.N.Cl[Pt+2]Cl. Cell line: OVCAR-5. Synergy scores: CSS=0.862, Synergy_ZIP=-5.78, Synergy_Bliss=-5.85, Synergy_Loewe=-10.9, Synergy_HSA=-7.27. (2) Drug 1: CC1OCC2C(O1)C(C(C(O2)OC3C4COC(=O)C4C(C5=CC6=C(C=C35)OCO6)C7=CC(=C(C(=C7)OC)O)OC)O)O. Drug 2: CC(C1=C(C=CC(=C1Cl)F)Cl)OC2=C(N=CC(=C2)C3=CN(N=C3)C4CCNCC4)N. Cell line: T-47D. Synergy scores: CSS=30.6, Synergy_ZIP=-8.95, Synergy_Bliss=-1.27, Synergy_Loewe=-6.40, Synergy_HSA=-2.63.